The task is: Predict the reaction yield, written as a fraction of the theoretical maximum amount of product (1.0 means a 100% yield; for example, 0.34 means a 34% yield).. This data is from Reaction yield outcomes from USPTO patents with 853,638 reactions. (1) The reactants are S(=O)(=O)(O)O.[N+:6]([O-:9])(O)=[O:7].[CH:10]1[C:15]2[CH2:16][CH2:17][C:18](=[O:21])[CH2:19][CH2:20][C:14]=2[CH:13]=[CH:12][CH:11]=1. The catalyst is [N+](C)([O-])=O. The product is [N+:6]([C:12]1[CH:11]=[CH:10][C:15]2[CH2:16][CH2:17][C:18](=[O:21])[CH2:19][CH2:20][C:14]=2[CH:13]=1)([O-:9])=[O:7]. The yield is 0.400. (2) The reactants are [Br:1][C:2]1[CH:7]=[CH:6][C:5]([NH:8][C:9]([NH:11][C:12]2[CH:17]=[CH:16][C:15]([CH2:18][NH:19][C:20]3[C:29]4[C:24](=[CH:25][C:26]([CH3:30])=[CH:27][CH:28]=4)[N:23]=[C:22](Cl)[N:21]=3)=[CH:14][CH:13]=2)=[O:10])=[CH:4][CH:3]=1.Cl.[CH3:33][NH:34][CH3:35]. The catalyst is C1COCC1.C(O)(C)C. The product is [Br:1][C:2]1[CH:7]=[CH:6][C:5]([NH:8][C:9]([NH:11][C:12]2[CH:17]=[CH:16][C:15]([CH2:18][NH:19][C:20]3[C:29]4[C:24](=[CH:25][C:26]([CH3:30])=[CH:27][CH:28]=4)[N:23]=[C:22]([N:34]([CH3:35])[CH3:33])[N:21]=3)=[CH:14][CH:13]=2)=[O:10])=[CH:4][CH:3]=1. The yield is 0.200. (3) The reactants are [CH3:1][C:2]([CH3:7])([CH2:5][OH:6])[CH2:3][OH:4].N1C=CN=C1.[C:13]([Si:17]([CH3:20])([CH3:19])Cl)([CH3:16])([CH3:15])[CH3:14].O. The catalyst is ClCCl. The product is [C:13]([Si:17]([CH3:20])([CH3:19])[O:4][CH2:3][C:2]([CH3:7])([CH3:1])[CH2:5][OH:6])([CH3:16])([CH3:15])[CH3:14]. The yield is 0.970. (4) The reactants are C(O[C@@H]1[C@@H](OC(=O)C2C=CC=CC=2)[C@H](OC(=O)C2C=CC=CC=2)[C@@H]([C@@H](C)OC(=O)C2C=CC=CC=2)O[C@H]1OC1C=C(N)C=CC=1CC1C=CC(CC)=CC=1)(=O)C1C=CC=CC=1.C(OC(NCC(O)=O)=O)(C)(C)C.C(N(CC)CC)C.C(N=C=NCCCN(C)C)C.C([O:100][C@@H:101]1[C@@H:134]([O:135]C(=O)C2C=CC=CC=2)[C@H:133]([O:144]C(=O)C2C=CC=CC=2)[C@@H:132]([C@@H:153]([CH3:163])[O:154]C(=O)C2C=CC=CC=2)[O:131][C@H:102]1[O:103][C:104]1[CH:109]=[C:108]([NH:110][C:111](=[O:121])[CH2:112][NH:113]C(OC(C)(C)C)=O)[CH:107]=[CH:106][C:105]=1[CH2:122][C:123]1[CH:128]=[CH:127][C:126]([CH2:129][CH3:130])=[CH:125][CH:124]=1)(=O)C1C=CC=CC=1.Cl. The catalyst is C(Cl)Cl.O1CCOCC1.CO.O. The product is [O:103]([C:104]1[CH:109]=[C:108]([NH:110][C:111](=[O:121])[CH2:112][NH2:113])[CH:107]=[CH:106][C:105]=1[CH2:122][C:123]1[CH:124]=[CH:125][C:126]([CH2:129][CH3:130])=[CH:127][CH:128]=1)[C@@H:102]1[O:131][C@H:132]([C@@H:153]([CH3:163])[OH:154])[C@@H:133]([OH:144])[C@H:134]([OH:135])[C@H:101]1[OH:100]. The yield is 0.210. (5) The reactants are [Cl:1][C:2]1[N:10]([CH2:11][CH:12]=[CH2:13])[C:9]2[C:8](=[O:14])[NH:7][C:6](=[O:15])[N:5]([CH2:16][O:17][CH2:18][CH2:19][Si:20]([CH3:23])([CH3:22])[CH3:21])[C:4]=2[N:3]=1.CI.[C:26](=O)([O-])[O-].[Cs+].[Cs+].O. The catalyst is CN(C=O)C.C(OCC)(=O)C. The product is [Cl:1][C:2]1[N:10]([CH2:11][CH:12]=[CH2:13])[C:9]2[C:8](=[O:14])[N:7]([CH3:26])[C:6](=[O:15])[N:5]([CH2:16][O:17][CH2:18][CH2:19][Si:20]([CH3:21])([CH3:23])[CH3:22])[C:4]=2[N:3]=1. The yield is 0.920. (6) The reactants are Br[Zn][CH2:3][C:4]([O:6][CH2:7][CH3:8])=[O:5].[C:9]1(/[CH:15]=[CH:16]/[C:17](=[O:19])[CH3:18])[CH:14]=[CH:13][CH:12]=[CH:11][CH:10]=1.Cl.C(OCC)(=O)C. The catalyst is C1COCC1. The product is [OH:19][C:17]([CH3:18])(/[CH:16]=[CH:15]/[C:9]1[CH:14]=[CH:13][CH:12]=[CH:11][CH:10]=1)[CH2:3][C:4]([O:6][CH2:7][CH3:8])=[O:5]. The yield is 1.00. (7) The reactants are [OH:1][CH2:2][C@@H:3]([NH:14][C:15]([O:17]CC1C=CC=CC=1)=O)[CH2:4][N:5]1[CH2:13][CH2:12][CH2:11][C@H:6]1C(OC)=O.[H][H]. The catalyst is CO.[Pd]. The product is [OH:1][CH2:2][C@@H:3]1[CH2:4][N:5]2[CH2:13][CH2:12][CH2:11][C@H:6]2[C:15](=[O:17])[NH:14]1. The yield is 0.850. (8) The reactants are [Cl:1][C:2]1[C:3]([NH:17][C@H:18]([C:20]2[CH:25]=[CH:24][CH:23]=[C:22]([O:26]C)[CH:21]=2)[CH3:19])=[N:4][C:5]([NH:8][C:9]2[CH:10]=[C:11]([CH2:15]O)[CH:12]=[CH:13][CH:14]=2)=[N:6][CH:7]=1.B(Br)(Br)[Br:29].O.CCOC(C)=O. The catalyst is C(Cl)Cl. The product is [Br:29][CH2:15][C:11]1[CH:10]=[C:9]([NH:8][C:5]2[N:4]=[C:3]([NH:17][C@H:18]([C:20]3[CH:21]=[C:22]([OH:26])[CH:23]=[CH:24][CH:25]=3)[CH3:19])[C:2]([Cl:1])=[CH:7][N:6]=2)[CH:14]=[CH:13][CH:12]=1. The yield is 0.750.